This data is from Forward reaction prediction with 1.9M reactions from USPTO patents (1976-2016). The task is: Predict the product of the given reaction. Given the reactants [Cl:1][C:2]1[C:7]2[N:8]=[CH:9][N:10]([CH3:11])[C:6]=2[N:5]=[C:4]2[NH:12][C:13](=[O:23])[N:14]([C:15]3[CH:20]=[CH:19][C:18]([I:21])=[CH:17][C:16]=3[F:22])[C:3]=12.[Li+].C[Si]([N-][Si](C)(C)C)(C)C.[CH:34]1([S:37](Cl)(=[O:39])=[O:38])[CH2:36][CH2:35]1, predict the reaction product. The product is: [Cl:1][C:2]1[CH:7]2[N:8]=[CH:9][N:10]([CH3:11])[CH:6]2[N:5]=[C:4]2[N:12]([S:37]([CH:34]3[CH2:36][CH2:35]3)(=[O:39])=[O:38])[C:13](=[O:23])[N:14]([C:15]3[CH:20]=[CH:19][C:18]([I:21])=[CH:17][C:16]=3[F:22])[C:3]=12.